This data is from Forward reaction prediction with 1.9M reactions from USPTO patents (1976-2016). The task is: Predict the product of the given reaction. (1) Given the reactants CC1C(Cl)=CC=CC=1[N:9]1[C:18](=O)[C:17]2[C:12](=CC=CC=2)[N:11]=[C:10]1C.C(=O)([O-])[O-].[Ca+2].CC1C=C(Cl)C=CC=1[N:34]1C(=O)C2C(=CC=CC=2)N=C1C.O.[F:47][C:48]1[CH:55]=[CH:54][C:51]([CH2:52][OH:53])=[CH:50][CH:49]=1, predict the reaction product. The product is: [F:47][C:48]1[CH:55]=[CH:54][C:51]([CH2:52][O:53][C:10]2[N:9]=[C:18]([CH3:17])[N:34]=[CH:12][N:11]=2)=[CH:50][CH:49]=1. (2) Given the reactants N[C:2]1[CH:3]=[CH:4][C:5]([CH3:22])=[C:6]([NH:8][C:9]2[O:10][C:11]([C:14]3[CH:21]=[CH:20][C:17]([C:18]#[N:19])=[CH:16][CH:15]=3)=[CH:12][N:13]=2)[CH:7]=1.[Cl:23]C1C(NC(=O)C)=C(C)C=CC=1.NC1C=CC(C)=C(NC(=O)C)C=1, predict the reaction product. The product is: [Cl:23][C:7]1[C:6]([NH:8][C:9]2[O:10][C:11]([C:14]3[CH:21]=[CH:20][C:17]([C:18]#[N:19])=[CH:16][CH:15]=3)=[CH:12][N:13]=2)=[C:5]([CH3:22])[CH:4]=[CH:3][CH:2]=1. (3) Given the reactants [OH:1][CH2:2][CH2:3][CH2:4][CH2:5][C:6]1[CH:11]=[CH:10][C:9]([CH2:12][S:13][C:14]2[O:15][C:16]3[C:21]([C:22](=[O:25])[C:23]=2[CH3:24])=[CH:20][CH:19]=[CH:18][CH:17]=3)=[CH:8][CH:7]=1.N1C=CC=C[CH:27]=1.[C:32]1(C)[C:33]([S:38](Cl)(=[O:40])=[O:39])=[CH:34][CH:35]=[CH:36][CH:37]=1.O, predict the reaction product. The product is: [S:38]([O:1][CH2:2][CH2:3][CH2:4][CH2:5][C:6]1[CH:11]=[CH:10][C:9]([CH2:12][S:13][C:14]2[O:15][C:16]3[C:21]([C:22](=[O:25])[C:23]=2[CH3:24])=[CH:20][CH:19]=[CH:18][CH:17]=3)=[CH:8][CH:7]=1)([C:33]1[CH:32]=[CH:37][C:36]([CH3:27])=[CH:35][CH:34]=1)(=[O:39])=[O:40]. (4) Given the reactants S(Cl)([Cl:3])=O.Cl.[NH2:6][C@@H:7]([C:11]([OH:13])=[O:12])[C@H:8]([CH3:10])[OH:9].[CH3:14]O, predict the reaction product. The product is: [ClH:3].[CH3:14][O:12][C:11](=[O:13])[C@@H:7]([C@H:8]([CH3:10])[OH:9])[NH2:6].